This data is from Forward reaction prediction with 1.9M reactions from USPTO patents (1976-2016). The task is: Predict the product of the given reaction. (1) Given the reactants [CH2:1]([O:3][C:4](=[O:28])[C:5]([F:27])([F:26])[C:6]1[C:15]2[C:10](=[CH:11][C:12]([O:16]CC3C=CC(OC)=CC=3)=[CH:13][CH:14]=2)[CH2:9][CH2:8][CH:7]=1)[CH3:2].[H][H], predict the reaction product. The product is: [CH2:1]([O:3][C:4](=[O:28])[C:5]([F:27])([F:26])[CH:6]1[C:15]2[C:10](=[CH:11][C:12]([OH:16])=[CH:13][CH:14]=2)[CH2:9][CH2:8][CH2:7]1)[CH3:2]. (2) Given the reactants [CH3:1][CH2:2][CH2:3][CH2:4][CH2:5][CH2:6][CH2:7][CH2:8][CH2:9][CH2:10][CH2:11][CH2:12][CH2:13][CH2:14][CH2:15][CH2:16][CH2:17][CH2:18][CH2:19][CH2:20][CH2:21][CH2:22][CH2:23][C:24]([NH:26][C@H:27]([C@H:30]([OH:46])[CH2:31][CH2:32][CH2:33][CH2:34][CH2:35][CH2:36][CH2:37][CH2:38][CH2:39][CH2:40][CH2:41][CH2:42][CH2:43][CH2:44][CH3:45])[CH2:28][OH:29])=[O:25].CCCCCCCCCCCCCCCCCCCCCCC(N[C@H]([C@H](O)/C=C/CCCCCCCCCCCCC)CO[CH:75]1[O:80][CH:79]([CH2:81][OH:82])[CH:78]([O:83][CH:84]2[O:89][CH:88]([CH2:90][OH:91])[CH:87]([OH:92])[CH:86]([OH:93])[CH:85]2[OH:94])[CH:77]([OH:95])[CH:76]1[OH:96])=O.[CH3:114][CH2:115]CCCCCCCCCCCCCCCCCCCCCCCC(N[C@H]([C@H](O)/C=C/CCCCCCCCCCCCC)CO[C@@H]1O[C@H](CO)[C@@H](O)C(O)C1O)=O.CCCCCCCCCCCCCCCCCCCCCC(N[C@H]([C@H](O)/C=C/CCCCCCCCCCCCC)CO[C@@H]1OC(CO)[C@@H](O[C@@H]2OC(CO)[C@H](O)[C@H](O)C2O)[C@H](O)C1O)=O.CCCCCCCCCCCCCCCCCCCCCCCC(N[C@H]([C@H](O)CCCCCCCCCCCCCCC)CO)=O.CCCCCCCCCCCCC/C=C/[C@@H](O)[C@@H](NC=O)CO.CCCCCCCCCCCCCCCCCCCCCCCC(N[C@H]([C@H](O)CCCCCCCCCCCCCCC)CO)=O.CCCCCCCCCCCCCCCCCC(N[C@H]([C@H](O)/C=C/CCCCCCCCCCCCC)CO)=O.CCCCCCCCCCCCCCCCCCCCCCCC(N[C@H]([C@H](O)CCCCCCCCCCCCCCC)CO)=O.CCCCCCCCCCCCCCCCCCCCCC(N[C@H]([C@H](O)/C=C/CCCCCCCCCCCCC)CO)=O.CCCCCCCCCCCCCCCCCCCCCC(N[C@H]([C@H](O)CCCCCCCCCCCCCCC)CO)=O.CCCCCCCCCCCCCCCCCCCCCCCC(N[C@H]([C@H](O)CCCCCCCCCCCCCCC)CO)=O.CCCCCCCCCCCCCCCCCCCCCCCC(N[C@H]([C@H](O)/C=C/CCCCCCCCCCCCC)CO[C@@H]1OC(CO)[C@@H](O[C@@H]2OC(CO)[C@H](O)[C@H](O)C2O)[C@H](O)C1O)=O, predict the reaction product. The product is: [CH3:114][CH2:115][CH2:1][CH2:2][CH2:3][CH2:4][CH2:5][CH2:6][CH2:7][CH2:8][CH2:9][CH2:10][CH2:11][CH2:12][CH2:13][CH2:14][CH2:15][CH2:16][CH2:17][CH2:18][CH2:19][CH2:20][CH2:21][CH2:22][CH2:23][C:24]([NH:26][C@H:27]([C@H:30]([OH:46])/[CH:31]=[CH:32]/[CH2:33][CH2:34][CH2:35][CH2:36][CH2:37][CH2:38][CH2:39][CH2:40][CH2:41][CH2:42][CH2:43][CH2:44][CH3:45])[CH2:28][O:29][C@@H:75]1[O:80][C@H:79]([CH2:81][OH:82])[C@@H:78]([OH:83])[CH:77]([OH:95])[CH:76]1[OH:96])=[O:25].[CH3:5][CH2:6][CH2:7][CH2:8][CH2:9][CH2:10][CH2:11][CH2:12][CH2:13][CH2:14][CH2:15][CH2:16][CH2:17][CH2:18][CH2:19][CH2:20][CH2:21][CH2:22][CH2:23][C:24]([NH:26][C@H:27]([C@H:30]([OH:46])/[CH:31]=[CH:32]/[CH2:33][CH2:34][CH2:35][CH2:36][CH2:37][CH2:38][CH2:39][CH2:40][CH2:41][CH2:42][CH2:43][CH2:44][CH3:45])[CH2:28][O:29][C@@H:75]1[O:80][CH:79]([CH2:81][OH:82])[C@@H:78]([O:83][C@@H:84]2[O:89][CH:88]([CH2:90][OH:91])[C@H:87]([OH:92])[C@H:86]([OH:93])[CH:85]2[OH:94])[C@H:77]([OH:95])[CH:76]1[OH:96])=[O:25].